From a dataset of TCR-epitope binding with 47,182 pairs between 192 epitopes and 23,139 TCRs. Binary Classification. Given a T-cell receptor sequence (or CDR3 region) and an epitope sequence, predict whether binding occurs between them. (1) The epitope is KMKDLSPRW. The TCR CDR3 sequence is CASSSRITYEQYF. Result: 0 (the TCR does not bind to the epitope). (2) The epitope is RQLLFVVEV. The TCR CDR3 sequence is CASSDPREEAKNIQYF. Result: 1 (the TCR binds to the epitope). (3) The TCR CDR3 sequence is CASSLYHLHEQYF. The epitope is TVYDPLQPELDSFK. Result: 0 (the TCR does not bind to the epitope). (4) The epitope is MPASWVMRI. The TCR CDR3 sequence is CASSQGLAGGDEQFF. Result: 1 (the TCR binds to the epitope). (5) The epitope is RPPIFIRRL. The TCR CDR3 sequence is CSASGPGLYYNEQFF. Result: 0 (the TCR does not bind to the epitope). (6) The epitope is LLWNGPMAV. The TCR CDR3 sequence is CASGTGTPYNEQFF. Result: 1 (the TCR binds to the epitope). (7) The epitope is AVFDRKSDAK. The TCR CDR3 sequence is CASSLERGVSAAFF. Result: 0 (the TCR does not bind to the epitope).